This data is from Full USPTO retrosynthesis dataset with 1.9M reactions from patents (1976-2016). The task is: Predict the reactants needed to synthesize the given product. (1) Given the product [O:45]=[S:2]1(=[O:1])[CH2:7][CH:6]=[C:5]([C:8]2[CH:13]=[CH:12][C:11]([N:14]3[CH2:18][C@H:17]([CH2:19][N:20]4[CH:24]=[C:23]([CH2:25][S:46][C:47]5[NH:48][CH:49]=[CH:50][N:51]=5)[N:22]=[N:21]4)[O:16][C:15]3=[O:43])=[CH:10][C:9]=2[F:44])[CH2:4][CH2:3]1, predict the reactants needed to synthesize it. The reactants are: [O:1]=[S:2]1(=[O:45])[CH2:7][CH:6]=[C:5]([C:8]2[CH:13]=[CH:12][C:11]([N:14]3[CH2:18][C@H:17]([CH2:19][N:20]4[CH:24]=[C:23]([CH2:25]OP(OC5C=CC=CC=5)(OC5C=CC=CC=5)=O)[N:22]=[N:21]4)[O:16][C:15]3=[O:43])=[CH:10][C:9]=2[F:44])[CH2:4][CH2:3]1.[SH:46][C:47]1[NH:48][CH:49]=[CH:50][N:51]=1.[H-].[Na+]. (2) Given the product [Cl:1][C:2]1[CH:3]=[N:4][C:5]2[N:6]([N:8]=[C:9]([C:11]([N:20]3[CH2:19][CH2:18][N:17]4[CH:21]=[CH:22][CH:23]=[C:16]4[CH:15]3[CH3:14])=[O:13])[CH:10]=2)[CH:7]=1, predict the reactants needed to synthesize it. The reactants are: [Cl:1][C:2]1[CH:3]=[N:4][C:5]2[N:6]([N:8]=[C:9]([C:11]([OH:13])=O)[CH:10]=2)[CH:7]=1.[CH3:14][CH:15]1[NH:20][CH2:19][CH2:18][N:17]2[CH:21]=[CH:22][CH:23]=[C:16]12.C(Cl)CCl.C1C=CC2N(O)N=NC=2C=1. (3) Given the product [CH3:28][O:29][C@H:30]1[C@@H:35]([NH:1][C@@H:2]2[CH2:9][C@H:5]3[O:6][CH2:7][CH2:8][C@@:4]3([C:10]([N:12]3[CH2:13][CH2:14][N:15]([C:18]([O:20][CH2:21][C:22]4[CH:23]=[CH:24][CH:25]=[CH:26][CH:27]=4)=[O:19])[CH2:16][CH2:17]3)=[O:11])[CH2:3]2)[CH2:34][CH2:33][O:32][CH2:31]1, predict the reactants needed to synthesize it. The reactants are: [NH2:1][C@@H:2]1[CH2:9][C@H:5]2[O:6][CH2:7][CH2:8][C@@:4]2([C:10]([N:12]2[CH2:17][CH2:16][N:15]([C:18]([O:20][CH2:21][C:22]3[CH:27]=[CH:26][CH:25]=[CH:24][CH:23]=3)=[O:19])[CH2:14][CH2:13]2)=[O:11])[CH2:3]1.[CH3:28][O:29][C@H:30]1[C:35](=O)[CH2:34][CH2:33][O:32][CH2:31]1. (4) Given the product [CH3:33][C:6]1([CH3:32])[C:7]2[C:12](=[CH:11][C:10]([C:13]([N:15]([CH:29]([CH3:30])[CH3:31])[C@@H:16]3[CH2:21][CH2:20][CH2:19][N:18]([C:22]([O:24][C:25]([CH3:26])([CH3:27])[CH3:28])=[O:23])[CH2:17]3)=[O:14])=[CH:9][CH:8]=2)[N:4]([CH2:3][CH2:2][NH:1][C:42](=[O:44])[CH2:40][CH3:41])[C:5]1=[O:34], predict the reactants needed to synthesize it. The reactants are: [NH2:1][CH2:2][CH2:3][N:4]1[C:12]2[C:7](=[CH:8][CH:9]=[C:10]([C:13]([N:15]([CH:29]([CH3:31])[CH3:30])[C@@H:16]3[CH2:21][CH2:20][CH2:19][N:18]([C:22]([O:24][C:25]([CH3:28])([CH3:27])[CH3:26])=[O:23])[CH2:17]3)=[O:14])[CH:11]=2)[C:6]([CH3:33])([CH3:32])[C:5]1=[O:34].C(N([CH2:40][CH3:41])CC)C.[C:42](Cl)(=[O:44])C. (5) Given the product [N:34]1[CH:33]=[CH:32][CH:31]=[CH:36][C:35]=1[S:37][C:9](=[O:11])[CH2:8][CH2:7][CH:1]1[CH2:2][CH2:3][CH2:4][CH2:5][CH2:6]1, predict the reactants needed to synthesize it. The reactants are: [CH:1]1([CH2:7][CH2:8][C:9]([OH:11])=O)[CH2:6][CH2:5][CH2:4][CH2:3][CH2:2]1.C1(P(C2C=CC=CC=2)C2C=CC=CC=2)C=CC=CC=1.[CH:31]1[CH:36]=[C:35]([S:37][S:37][C:35]2[N:34]=[CH:33][CH:32]=[CH:31][CH:36]=2)[N:34]=[CH:33][CH:32]=1. (6) Given the product [CH3:1][O:2][C:3](=[O:15])[C:4]1[CH:13]=[CH:12][C:11]([CH2:14][Br:16])=[C:6]([C:7]([O:9][CH3:10])=[O:8])[CH:5]=1, predict the reactants needed to synthesize it. The reactants are: [CH3:1][O:2][C:3](=[O:15])[C:4]1[CH:13]=[CH:12][C:11]([CH3:14])=[C:6]([C:7]([O:9][CH3:10])=[O:8])[CH:5]=1.[Br:16]N1C(=O)CCC1=O.N(C1(C#N)CCCCC1)=NC1(C#N)CCCCC1. (7) Given the product [CH2:38]([O:37][C:35](=[O:36])[NH:1][C@H:2]1[CH2:3][CH2:4][C@@H:5]([NH:8][C:9]([C:11]2[C:15]3[N:16]=[CH:17][N:18]=[C:19]([C:20]4[C:28]5[O:27][CH2:26][O:25][C:24]=5[CH:23]=[CH:22][C:21]=4[O:29][CH2:30][CH2:31][O:32][CH3:33])[C:14]=3[NH:13][CH:12]=2)=[O:10])[CH2:6][CH2:7]1)[CH3:39], predict the reactants needed to synthesize it. The reactants are: [NH2:1][C@@H:2]1[CH2:7][CH2:6][C@H:5]([NH:8][C:9]([C:11]2[C:15]3[N:16]=[CH:17][N:18]=[C:19]([C:20]4[C:28]5[O:27][CH2:26][O:25][C:24]=5[CH:23]=[CH:22][C:21]=4[O:29][CH2:30][CH2:31][O:32][CH3:33])[C:14]=3[NH:13][CH:12]=2)=[O:10])[CH2:4][CH2:3]1.Cl[C:35]([O:37][CH2:38][CH3:39])=[O:36].